From a dataset of NCI-60 drug combinations with 297,098 pairs across 59 cell lines. Regression. Given two drug SMILES strings and cell line genomic features, predict the synergy score measuring deviation from expected non-interaction effect. (1) Drug 1: C1=CN(C=N1)CC(O)(P(=O)(O)O)P(=O)(O)O. Drug 2: CC(C)(C#N)C1=CC(=CC(=C1)CN2C=NC=N2)C(C)(C)C#N. Cell line: PC-3. Synergy scores: CSS=-3.42, Synergy_ZIP=1.30, Synergy_Bliss=0.490, Synergy_Loewe=-1.15, Synergy_HSA=-1.13. (2) Drug 1: COC1=CC(=CC(=C1O)OC)C2C3C(COC3=O)C(C4=CC5=C(C=C24)OCO5)OC6C(C(C7C(O6)COC(O7)C8=CC=CS8)O)O. Drug 2: CC1CCCC2(C(O2)CC(NC(=O)CC(C(C(=O)C(C1O)C)(C)C)O)C(=CC3=CSC(=N3)C)C)C. Cell line: SK-MEL-5. Synergy scores: CSS=24.3, Synergy_ZIP=-5.49, Synergy_Bliss=1.64, Synergy_Loewe=0.159, Synergy_HSA=0.325. (3) Cell line: K-562. Synergy scores: CSS=82.7, Synergy_ZIP=3.57, Synergy_Bliss=3.84, Synergy_Loewe=-3.25, Synergy_HSA=5.13. Drug 2: B(C(CC(C)C)NC(=O)C(CC1=CC=CC=C1)NC(=O)C2=NC=CN=C2)(O)O. Drug 1: C1CN1C2=NC(=NC(=N2)N3CC3)N4CC4. (4) Drug 1: C1=CN(C=N1)CC(O)(P(=O)(O)O)P(=O)(O)O. Drug 2: CN(CC1=CN=C2C(=N1)C(=NC(=N2)N)N)C3=CC=C(C=C3)C(=O)NC(CCC(=O)O)C(=O)O. Cell line: MALME-3M. Synergy scores: CSS=5.25, Synergy_ZIP=-1.97, Synergy_Bliss=1.12, Synergy_Loewe=0.780, Synergy_HSA=1.02. (5) Synergy scores: CSS=0.614, Synergy_ZIP=-0.605, Synergy_Bliss=0.294, Synergy_Loewe=-2.91, Synergy_HSA=-1.27. Drug 2: CN1C2=C(C=C(C=C2)N(CCCl)CCCl)N=C1CCCC(=O)O.Cl. Cell line: OVCAR-4. Drug 1: C1CC(C1)(C(=O)O)C(=O)O.[NH2-].[NH2-].[Pt+2]. (6) Drug 1: C1C(C(OC1N2C=NC3=C(N=C(N=C32)Cl)N)CO)O. Drug 2: C1=CC=C(C=C1)NC(=O)CCCCCCC(=O)NO. Cell line: HCT116. Synergy scores: CSS=43.6, Synergy_ZIP=-0.489, Synergy_Bliss=-3.13, Synergy_Loewe=-13.5, Synergy_HSA=-2.52. (7) Drug 1: C1=C(C(=O)NC(=O)N1)N(CCCl)CCCl. Drug 2: B(C(CC(C)C)NC(=O)C(CC1=CC=CC=C1)NC(=O)C2=NC=CN=C2)(O)O. Cell line: OVCAR3. Synergy scores: CSS=6.24, Synergy_ZIP=-8.59, Synergy_Bliss=-6.77, Synergy_Loewe=-7.73, Synergy_HSA=-6.00.